This data is from Catalyst prediction with 721,799 reactions and 888 catalyst types from USPTO. The task is: Predict which catalyst facilitates the given reaction. (1) Reactant: Cl.C([N:4]=C=NCCCN(C)C)C.Cl.[CH3:14][O:15][C:16]1[CH:17]=[C:18]2[C:23](=[C:24]3[CH2:28][C:27]([CH3:30])([CH3:29])[O:26][C:25]=13)[C:22]([C:31]1[CH:32]=[C:33]([CH:41]=[CH:42][CH:43]=1)[C:34]([NH:36][CH2:37][C:38](O)=[O:39])=[O:35])=[N:21][C:20]([CH3:45])([CH3:44])[CH2:19]2.O.ON1C2C=CC=CC=2N=N1.N. Product: [NH2:4][C:38](=[O:39])[CH2:37][NH:36][C:34](=[O:35])[C:33]1[CH:41]=[CH:42][CH:43]=[C:31]([C:22]2[C:23]3[C:18](=[CH:17][C:16]([O:15][CH3:14])=[C:25]4[O:26][C:27]([CH3:29])([CH3:30])[CH2:28][C:24]4=3)[CH2:19][C:20]([CH3:45])([CH3:44])[N:21]=2)[CH:32]=1. The catalyst class is: 35. (2) Reactant: [CH3:1][C:2]1[CH:3]=[C:4]([CH:6]=[CH:7][C:8]=1[N:9]1[CH2:14][C@@H:13]2[CH2:15][C@H:10]1[CH2:11][N:12]2[CH3:16])[NH2:5].C(OC(N[C:25](=[N:31][C:32]([O:34][C:35]([CH3:38])([CH3:37])[CH3:36])=[O:33])[N:26]1C=CC=N1)=O)(C)(C)C. Product: [CH3:1][C:2]1[CH:3]=[C:4]([N:5]=[C:25]([NH2:26])[N:31]([C:32]([O:34][C:35]([CH3:36])([CH3:37])[CH3:38])=[O:33])[C:32]([O:34][C:35]([CH3:38])([CH3:37])[CH3:36])=[O:33])[CH:6]=[CH:7][C:8]=1[N:9]1[CH2:14][C@@H:13]2[CH2:15][C@H:10]1[CH2:11][N:12]2[CH3:16]. The catalyst class is: 18. (3) Reactant: [C:1]([O:10]C)(=O)[C:2]1[C:3](=[CH:5][CH:6]=[CH:7][CH:8]=1)[SH:4].[C:12]([C:14]1[CH:23]=[CH:22][C:17]([C:18]([O:20][CH3:21])=[O:19])=[CH:16][N:15]=1)#[N:13].C(N(CC)CC)C. Product: [O:10]=[C:1]1[C:2]2[CH:8]=[CH:7][CH:6]=[CH:5][C:3]=2[S:4][C:12]([C:14]2[CH:23]=[CH:22][C:17]([C:18]([O:20][CH3:21])=[O:19])=[CH:16][N:15]=2)=[N:13]1. The catalyst class is: 11. (4) Reactant: C(O[BH3-])(=O)C.[Na+].[CH2:7]1[C:13]2[CH:14]=[CH:15][CH:16]=[CH:17][C:12]=2[CH2:11][CH2:10][NH:9][CH2:8]1.[CH:18]1([CH:24]=O)[CH2:23][CH2:22][CH2:21][CH2:20][CH2:19]1.C(O)(=O)C. Product: [CH:18]1([CH2:24][N:9]2[CH2:8][CH2:7][C:13]3[CH:14]=[CH:15][CH:16]=[CH:17][C:12]=3[CH2:11][CH2:10]2)[CH2:23][CH2:22][CH2:21][CH2:20][CH2:19]1. The catalyst class is: 576. (5) Reactant: [C:1]([C:4]1[C:36](=[O:37])[C@@:8]2([CH3:38])[C:9]3[C:15]([OH:16])=[CH:14][C:13]([O:17][CH3:18])=[C:12]([C:19]([NH:21][CH2:22][C:23]4[C:24]([CH3:35])=[C:25]([CH:30]=[C:31]([CH3:34])[C:32]=4[CH3:33])[C:26]([O:28]C)=[O:27])=[O:20])[C:10]=3[O:11][C:7]2=[CH:6][C:5]=1[OH:39])(=[O:3])[CH3:2].Cl. Product: [C:1]([C:4]1[C:36](=[O:37])[C@@:8]2([CH3:38])[C:9]3[C:15]([OH:16])=[CH:14][C:13]([O:17][CH3:18])=[C:12]([C:19]([NH:21][CH2:22][C:23]4[C:24]([CH3:35])=[C:25]([CH:30]=[C:31]([CH3:34])[C:32]=4[CH3:33])[C:26]([OH:28])=[O:27])=[O:20])[C:10]=3[O:11][C:7]2=[CH:6][C:5]=1[OH:39])(=[O:3])[CH3:2]. The catalyst class is: 74. (6) Reactant: [ClH:1].[O:2]=[C:3]([NH:40][C:41]1[CH:46]=[CH:45][C:44]([C:47]2[NH:51][N:50]=[N:49][N:48]=2)=[CH:43][CH:42]=1)[C@@H:4]([NH:22][C:23]([C@H:25]1[CH2:30][CH2:29][C@H:28]([CH2:31][NH:32]C(=O)OC(C)(C)C)[CH2:27][CH2:26]1)=[O:24])[CH2:5][C:6]1[CH:7]=[C:8]([C:12]2[CH:17]=[CH:16][CH:15]=[CH:14][C:13]=2[C:18]([F:21])([F:20])[F:19])[CH:9]=[CH:10][CH:11]=1.C(#N)C. Product: [ClH:1].[NH2:32][CH2:31][C@H:28]1[CH2:27][CH2:26][C@H:25]([C:23]([NH:22][C@@H:4]([CH2:5][C:6]2[CH:7]=[C:8]([C:12]3[CH:17]=[CH:16][CH:15]=[CH:14][C:13]=3[C:18]([F:19])([F:21])[F:20])[CH:9]=[CH:10][CH:11]=2)[C:3](=[O:2])[NH:40][C:41]2[CH:42]=[CH:43][C:44]([C:47]3[NH:48][N:49]=[N:50][N:51]=3)=[CH:45][CH:46]=2)=[O:24])[CH2:30][CH2:29]1. The catalyst class is: 346.